From a dataset of Forward reaction prediction with 1.9M reactions from USPTO patents (1976-2016). Predict the product of the given reaction. (1) Given the reactants [CH3:1][C@@H:2]1[CH2:6][N:5]([C:7]([O:9][C:10]([CH3:13])([CH3:12])[CH3:11])=[O:8])[C@H:4]([C:14]2[NH:18][C:17]3[C:19]4[C:24]([CH:25]=[CH:26][C:16]=3[N:15]=2)=[CH:23][C:22]2[C:27]3[C:32]([CH2:33][O:34][C:21]=2[CH:20]=4)=[CH:31][C:30](B2OC(C)(C)C(C)(C)O2)=[CH:29][CH:28]=3)[CH2:3]1.I[C:45]1[NH:49][C:48]([C@@H:50]2[CH2:54][C@H:53]([CH3:55])[CH2:52][N:51]2[C:56](=[O:66])[C@@H:57]([NH:61][C:62](=[O:65])[O:63][CH3:64])[CH:58]([CH3:60])[CH3:59])=[N:47][CH:46]=1.C([O-])([O-])=O.[K+].[K+], predict the reaction product. The product is: [CH3:64][O:63][C:62]([NH:61][C@H:57]([C:56]([N:51]1[CH2:52][C@@H:53]([CH3:55])[CH2:54][C@H:50]1[C:48]1[NH:49][C:45]([C:30]2[CH:31]=[C:32]3[CH2:33][O:34][C:21]4[CH:20]=[C:19]5[C:24]([CH:25]=[CH:26][C:16]6[N:15]=[C:14]([C@@H:4]7[CH2:3][C@H:2]([CH3:1])[CH2:6][N:5]7[C:7]([O:9][C:10]([CH3:12])([CH3:11])[CH3:13])=[O:8])[NH:18][C:17]=65)=[CH:23][C:22]=4[C:27]3=[CH:28][CH:29]=2)=[CH:46][N:47]=1)=[O:66])[CH:58]([CH3:60])[CH3:59])=[O:65]. (2) Given the reactants [CH2:1]([N:5]1[C:9]([CH2:10][O:11][C:12]2[CH:17]=[CH:16][CH:15]=[CH:14][C:13]=2[CH2:18][C@@H:19]([O:25][C:26]2[C:27]3[C:34]([C:35]4[CH:40]=[CH:39][C:38]([O:41][CH2:42][CH2:43][N:44]5[CH2:49][CH2:48][N:47]([CH3:50])[CH2:46][CH2:45]5)=[C:37]([Cl:51])[C:36]=4[CH3:52])=[C:33]([C:53]4[CH:54]=[N:55][C:56](F)=[CH:57][CH:58]=4)[S:32][C:28]=3[N:29]=[CH:30][N:31]=2)[C:20]([O:22][CH2:23][CH3:24])=[O:21])=[CH:8][CH:7]=[N:6]1)[CH2:2][CH2:3][CH3:4].[CH3:60][O:61][CH2:62][CH2:63][OH:64].C(=O)([O-])[O-].[Cs+].[Cs+], predict the reaction product. The product is: [CH2:1]([N:5]1[C:9]([CH2:10][O:11][C:12]2[CH:17]=[CH:16][CH:15]=[CH:14][C:13]=2[CH2:18][C@@H:19]([O:25][C:26]2[C:27]3[C:34]([C:35]4[CH:40]=[CH:39][C:38]([O:41][CH2:42][CH2:43][N:44]5[CH2:49][CH2:48][N:47]([CH3:50])[CH2:46][CH2:45]5)=[C:37]([Cl:51])[C:36]=4[CH3:52])=[C:33]([C:53]4[CH:54]=[N:55][C:56]([O:64][CH2:63][CH2:62][O:61][CH3:60])=[CH:57][CH:58]=4)[S:32][C:28]=3[N:29]=[CH:30][N:31]=2)[C:20]([O:22][CH2:23][CH3:24])=[O:21])=[CH:8][CH:7]=[N:6]1)[CH2:2][CH2:3][CH3:4].